This data is from Full USPTO retrosynthesis dataset with 1.9M reactions from patents (1976-2016). The task is: Predict the reactants needed to synthesize the given product. (1) Given the product [O:70]1[CH:74]=[N:73][C:72]([C:75]([NH:78][C:43]([C:42]2[CH:41]=[C:40]([C:38]3[CH:39]=[C:34]4[C:33]([C:56]([NH:57][CH3:58])=[O:59])=[C:32]([C:29]5[CH:28]=[CH:27][C:26]([F:25])=[CH:31][CH:30]=5)[O:55][C:35]4=[N:36][C:37]=3[CH2:49][CH2:50][C:51]([F:53])([F:52])[F:54])[CH:48]=[CH:47][CH:46]=2)=[O:45])([CH3:77])[CH3:76])=[N:71]1.[F:25][C:26]1[CH:27]=[CH:28][C:29]([C:32]2[O:55][C:35]3=[N:36][C:37]([CH2:49][CH2:50][C:51]([F:53])([F:52])[F:54])=[CH:38][CH:39]=[C:34]3[C:33]=2[C:56]([NH:57][CH3:58])=[O:59])=[CH:30][CH:31]=1, predict the reactants needed to synthesize it. The reactants are: CN(C(ON1N=NC2C=CC=NC1=2)=[N+](C)C)C.F[P-](F)(F)(F)(F)F.[F:25][C:26]1[CH:31]=[CH:30][C:29]([C:32]2[O:55][C:35]3=[N:36][C:37]([CH2:49][CH2:50][C:51]([F:54])([F:53])[F:52])=[C:38]([C:40]4[CH:41]=[C:42]([CH:46]=[CH:47][CH:48]=4)[C:43]([OH:45])=O)[CH:39]=[C:34]3[C:33]=2[C:56](=[O:59])[NH:57][CH3:58])=[CH:28][CH:27]=1.C(N(C(C)C)C(C)C)C.Cl.[O:70]1[CH:74]=[N:73][C:72]([C:75]([NH2:78])([CH3:77])[CH3:76])=[N:71]1. (2) Given the product [CH2:1]([O:3][C:4]([C:6]1([C:26]([O:28][CH2:29][CH3:30])=[O:27])[CH2:10][CH2:9][C:8](=[O:35])[N:7]1[C:11]1[CH:12]=[N:13][C:14]([O:17][C:18]2[CH:19]=[CH:20][C:21]([CH2:24][CH3:25])=[CH:22][CH:23]=2)=[CH:15][CH:16]=1)=[O:5])[CH3:2], predict the reactants needed to synthesize it. The reactants are: [CH2:1]([O:3][C:4]([C:6]1([C:26]([O:28][CH2:29][CH3:30])=[O:27])[CH2:10][CH2:9][CH2:8][N:7]1[C:11]1[CH:12]=[N:13][C:14]([O:17][C:18]2[CH:23]=[CH:22][C:21]([CH:24]=[CH2:25])=[CH:20][CH:19]=2)=[CH:15][CH:16]=1)=[O:5])[CH3:2].[H][H].C(OCC)(=[O:35])C. (3) Given the product [CH3:24][C:2]1([CH3:1])[C:12]2[C:7](=[CH:8][CH:9]=[C:10]([CH:13]([CH2:19][CH2:20][CH2:21][CH2:22][CH3:23])[C:14]([O:16][CH2:17][CH3:18])=[O:15])[CH:11]=2)[NH:6][C:4](=[O:5])[CH2:3]1, predict the reactants needed to synthesize it. The reactants are: [CH3:1][C:2]([CH3:24])=[CH:3][C:4]([NH:6][C:7]1[CH:12]=[CH:11][C:10]([CH:13]([CH2:19][CH2:20][CH2:21][CH2:22][CH3:23])[C:14]([O:16][CH2:17][CH3:18])=[O:15])=[CH:9][CH:8]=1)=[O:5].[Cl-].[Al+3].[Cl-].[Cl-].O. (4) Given the product [I:3][C:4]1[CH:9]=[CH:8][N:7]=[C:6]2[N:10]([S:19]([C:13]3[CH:18]=[CH:17][CH:16]=[CH:15][CH:14]=3)(=[O:21])=[O:20])[CH:11]=[CH:12][C:5]=12, predict the reactants needed to synthesize it. The reactants are: [OH-].[Na+].[I:3][C:4]1[CH:9]=[CH:8][N:7]=[C:6]2[NH:10][CH:11]=[CH:12][C:5]=12.[C:13]1([S:19](Cl)(=[O:21])=[O:20])[CH:18]=[CH:17][CH:16]=[CH:15][CH:14]=1.O. (5) Given the product [Cl:47][N:22]1[C:21]([CH2:30][N:14]2[CH2:13][CH2:12][C:11]3([N:7]([C:1]4[CH:2]=[CH:3][CH:4]=[CH:5][CH:6]=4)[CH2:8][NH:9][C:10]3=[O:17])[CH2:16][CH2:15]2)=[C:20]([CH3:31])[CH2:19][N:23]1[C:24]1[CH:29]=[CH:28][CH:27]=[CH:26][CH:25]=1, predict the reactants needed to synthesize it. The reactants are: [C:1]1([N:7]2[C:11]3([CH2:16][CH2:15][NH:14][CH2:13][CH2:12]3)[C:10](=[O:17])[NH:9][CH2:8]2)[CH:6]=[CH:5][CH:4]=[CH:3][CH:2]=1.Cl[C:19]1[N:23]([C:24]2[CH:29]=[CH:28][CH:27]=[CH:26][CH:25]=2)[N:22]=[C:21]([CH3:30])[C:20]=1[CH:31]=O.C(O[BH-](OC(=O)C)OC(=O)C)(=O)C.[Na+].[Cl:47]CCCl. (6) Given the product [OH:17][N:16]=[CH:1][C:3]1[CH:4]=[CH:5][C:6]([O:13][CH3:14])=[C:7]([CH:12]=1)[C:8]([O:10][CH3:11])=[O:9], predict the reactants needed to synthesize it. The reactants are: [CH:1]([C:3]1[CH:4]=[CH:5][C:6]([O:13][CH3:14])=[C:7]([CH:12]=1)[C:8]([O:10][CH3:11])=[O:9])=O.Cl.[NH2:16][OH:17].C([O-])(=O)C.[Na+]. (7) Given the product [CH3:1][O:2][C:3]1[CH:4]=[C:5]([CH:33]=[CH:34][C:35]=1[O:36][CH3:37])[CH2:6][CH:7]1[C:16]2[C:11](=[CH:12][C:13]([O:18][CH3:19])=[C:14]([O:17][CH:38]([CH3:40])[CH3:39])[CH:15]=2)[CH2:10][CH2:9][N:8]1[CH2:20][C:21]([NH:23][CH:24]1[C:32]2[C:27](=[CH:28][CH:29]=[CH:30][CH:31]=2)[CH2:26][CH2:25]1)=[O:22], predict the reactants needed to synthesize it. The reactants are: [CH3:1][O:2][C:3]1[CH:4]=[C:5]([CH:33]=[CH:34][C:35]=1[O:36][CH3:37])[CH2:6][CH:7]1[C:16]2[C:11](=[CH:12][C:13]([O:18][CH3:19])=[C:14]([OH:17])[CH:15]=2)[CH2:10][CH2:9][N:8]1[CH2:20][C:21]([NH:23][CH:24]1[C:32]2[C:27](=[CH:28][CH:29]=[CH:30][CH:31]=2)[CH2:26][CH2:25]1)=[O:22].[CH:38](Br)([CH3:40])[CH3:39].